The task is: Predict the reactants needed to synthesize the given product.. This data is from Full USPTO retrosynthesis dataset with 1.9M reactions from patents (1976-2016). (1) The reactants are: [Br:1][C:2]1[CH:3]=[C:4]([C:12]2[O:16][N:15]=[C:14]([C:17]3[CH:25]=[CH:24][C:23]4[NH:22][C:21]5[CH:26]([CH2:29][C:30]([O:32]CC)=[O:31])[CH2:27][CH2:28][C:20]=5[C:19]=4[CH:18]=3)[N:13]=2)[CH:5]=[C:6]([C:8]([F:11])([F:10])[F:9])[CH:7]=1.[Br-].[Li+].C(N(CC)CC)C. Given the product [Br:1][C:2]1[CH:3]=[C:4]([C:12]2[O:16][N:15]=[C:14]([C:17]3[CH:25]=[CH:24][C:23]4[NH:22][C:21]5[CH:26]([CH2:29][C:30]([OH:32])=[O:31])[CH2:27][CH2:28][C:20]=5[C:19]=4[CH:18]=3)[N:13]=2)[CH:5]=[C:6]([C:8]([F:9])([F:11])[F:10])[CH:7]=1, predict the reactants needed to synthesize it. (2) Given the product [NH:6]1[C:7]2[C:12](=[CH:11][CH:10]=[CH:9][CH:8]=2)[C:4]([CH2:3][CH:2]([NH:13][CH:19]2[CH2:18][CH2:17][C:16]([C:23]3[CH:24]=[CH:25][CH:26]=[CH:27][CH:28]=3)([N:15]([CH3:29])[CH3:14])[CH2:21][CH2:20]2)[CH3:1])=[CH:5]1, predict the reactants needed to synthesize it. The reactants are: [CH3:1][CH:2]([NH2:13])[CH2:3][C:4]1[C:12]2[C:7](=[CH:8][CH:9]=[CH:10][CH:11]=2)[NH:6][CH:5]=1.[CH3:14][N:15]([CH3:29])[C:16]1([C:23]2[CH:28]=[CH:27][CH:26]=[CH:25][CH:24]=2)[CH2:21][CH2:20][C:19](=O)[CH2:18][CH2:17]1.C(O)(=O)C.O.